From a dataset of HIV replication inhibition screening data with 41,000+ compounds from the AIDS Antiviral Screen. Binary Classification. Given a drug SMILES string, predict its activity (active/inactive) in a high-throughput screening assay against a specified biological target. (1) The molecule is COc1cccc(-c2[nH]c3cc4c(cc3c(=O)c2C(=O)O)OCO4)c1. The result is 0 (inactive). (2) The drug is C=C(C)C(C)(C)n1[nH]c(=O)n(-c2ccccc2)c1=O. The result is 0 (inactive). (3) The compound is COc1ccc(C2SCC(=O)N2c2ccc(-c3ccc(-n4c(-c5ccccc5)nc5ccccc5c4=O)cc3)cc2)cc1OC. The result is 0 (inactive). (4) The result is 0 (inactive). The compound is Cc1oc2cc(O)cc(O)c2c(=O)c1C. (5) The molecule is O=C(Sc1c(-c2ccccc2)c(=O)n(-c2ccccc2)c(=S)n1-c1ccccc1)c1ccc(Cl)cc1. The result is 0 (inactive).